From a dataset of Full USPTO retrosynthesis dataset with 1.9M reactions from patents (1976-2016). Predict the reactants needed to synthesize the given product. (1) Given the product [OH:1][C@@H:2]([CH:14]=[CH2:15])[CH2:3][CH2:4][CH2:5][CH2:6][CH2:7][CH2:8][CH2:9][C:10]([O:12][CH3:13])=[O:11], predict the reactants needed to synthesize it. The reactants are: [OH:1][CH:2]([CH:14]=[CH2:15])[CH2:3][CH2:4][CH2:5][CH2:6][CH2:7][CH2:8][CH2:9][C:10]([O:12][CH3:13])=[O:11].C(OC=C)(=O)C. (2) Given the product [CH3:1][O:2][CH2:3][CH:4]([CH3:37])[O:5][C:6]1[CH:7]=[C:8]([O:26][C:27]2[CH:32]=[CH:31][C:30]([S:33]([CH3:36])(=[O:35])=[O:34])=[CH:29][CH:28]=2)[CH:9]=[C:10]2[C:14]=1[NH:13][C:12]([C:15]1[S:16][CH:17]([CH2:20][C:21]([OH:23])=[O:22])[CH2:18][N:19]=1)=[CH:11]2, predict the reactants needed to synthesize it. The reactants are: [CH3:1][O:2][CH2:3][CH:4]([CH3:37])[O:5][C:6]1[CH:7]=[C:8]([O:26][C:27]2[CH:32]=[CH:31][C:30]([S:33]([CH3:36])(=[O:35])=[O:34])=[CH:29][CH:28]=2)[CH:9]=[C:10]2[C:14]=1[NH:13][C:12]([C:15]1[S:16][CH:17]([CH2:20][C:21]([O:23]CC)=[O:22])[CH2:18][N:19]=1)=[CH:11]2.O1CCCC1.[OH-].[Na+].